This data is from Forward reaction prediction with 1.9M reactions from USPTO patents (1976-2016). The task is: Predict the product of the given reaction. Given the reactants [CH:1]1([CH2:6][CH:7]([C:11]2[CH:16]=[CH:15][C:14]([S:17]([CH3:20])(=[O:19])=[O:18])=[C:13]([C:21]([F:24])([F:23])[F:22])[CH:12]=2)[C:8](O)=[O:9])[CH2:5][CH2:4][CH2:3][CH2:2]1.F[P-](F)(F)(F)(F)F.N1(O[P+](N(C)C)(N(C)C)N(C)C)C2C=CC=CC=2N=N1.[NH2:52][C:53]1[S:54][C:55]2[CH:61]=[CH:60][CH:59]=[CH:58][C:56]=2[N:57]=1.C(N(CC)CC)C, predict the reaction product. The product is: [S:54]1[C:55]2[CH:61]=[CH:60][CH:59]=[CH:58][C:56]=2[N:57]=[C:53]1[NH:52][C:8](=[O:9])[CH:7]([C:11]1[CH:16]=[CH:15][C:14]([S:17]([CH3:20])(=[O:19])=[O:18])=[C:13]([C:21]([F:24])([F:23])[F:22])[CH:12]=1)[CH2:6][CH:1]1[CH2:5][CH2:4][CH2:3][CH2:2]1.